This data is from Reaction yield outcomes from USPTO patents with 853,638 reactions. The task is: Predict the reaction yield, written as a fraction of the theoretical maximum amount of product (1.0 means a 100% yield; for example, 0.34 means a 34% yield). (1) The reactants are [Cl:1][C:2]1[N:3]=[C:4](Cl)[C:5]2[CH:10]=[CH:9][N:8]([CH2:11][O:12][CH2:13][CH2:14][Si:15]([CH3:18])([CH3:17])[CH3:16])[C:6]=2[N:7]=1.[OH-].[NH4+:21]. The catalyst is O1CCOCC1. The product is [Cl:1][C:2]1[N:3]=[C:4]([NH2:21])[C:5]2[CH:10]=[CH:9][N:8]([CH2:11][O:12][CH2:13][CH2:14][Si:15]([CH3:18])([CH3:17])[CH3:16])[C:6]=2[N:7]=1. The yield is 0.990. (2) The reactants are [NH2:1][C:2]1[CH:7]=[CH:6][C:5]([NH2:8])=[CH:4][CH:3]=1.[CH2:9]([N:11]=[C:12]=[O:13])[CH3:10].C(=O)([O-])[O-].[K+].[K+]. The catalyst is C1COCC1. The product is [CH2:9]([NH:11][C:12]([NH:1][C:2]1[CH:7]=[CH:6][C:5]([NH2:8])=[CH:4][CH:3]=1)=[O:13])[CH3:10]. The yield is 0.620. (3) The reactants are Cl[C:2]1[CH:3]=[CH:4][C:5]2[N:12]3[CH2:13][C@H:8]([CH2:9][CH2:10][CH2:11]3)[N:7]([C:14]([O:16][C:17]([CH3:20])([CH3:19])[CH3:18])=[O:15])[C:6]=2[N:21]=1.[Cl:22][C:23]1[CH:24]=[C:25](B(O)O)[CH:26]=[N:27][CH:28]=1.C([O-])([O-])=O.[Cs+].[Cs+]. The catalyst is C1C=CC(P(C2C=CC=CC=2)[C-]2C=CC=C2)=CC=1.C1C=CC(P(C2C=CC=CC=2)[C-]2C=CC=C2)=CC=1.Cl[Pd]Cl.[Fe+2].O1CCOCC1.O. The product is [Cl:22][C:23]1[CH:24]=[C:25]([C:2]2[CH:3]=[CH:4][C:5]3[N:12]4[CH2:13][C@H:8]([CH2:9][CH2:10][CH2:11]4)[N:7]([C:14]([O:16][C:17]([CH3:20])([CH3:18])[CH3:19])=[O:15])[C:6]=3[N:21]=2)[CH:26]=[N:27][CH:28]=1. The yield is 0.630. (4) The reactants are [NH2:1][CH2:2][CH2:3][NH:4][C:5]([C:7]1[S:23][C:10]2=[CH:11][N:12]=[CH:13][C:14]([O:15][C:16]3[CH:21]=[CH:20][C:19]([Cl:22])=[CH:18][CH:17]=3)=[C:9]2[CH:8]=1)=O.[O-2].[Ca+2]. The catalyst is C1(OC2C=CC=CC=2)C=CC=CC=1. The product is [Cl:22][C:19]1[CH:20]=[CH:21][C:16]([O:15][C:14]2[CH:13]=[N:12][CH:11]=[C:10]3[S:23][C:7]([C:5]4[NH:4][CH2:3][CH2:2][N:1]=4)=[CH:8][C:9]=23)=[CH:17][CH:18]=1. The yield is 0.160.